Dataset: Full USPTO retrosynthesis dataset with 1.9M reactions from patents (1976-2016). Task: Predict the reactants needed to synthesize the given product. (1) Given the product [Cl:1][C:2]1[CH:3]=[C:4]([C:9]2([C:26]([F:27])([F:29])[F:28])[O:13][N:12]=[C:11]([C:14]3[CH:24]=[CH:23][C:17]([C:18]([NH:20][CH2:21][O:22][CH2:9][C:26]([F:29])([F:28])[F:27])=[O:19])=[C:16]([CH3:25])[CH:15]=3)[CH2:10]2)[CH:5]=[C:6]([Cl:8])[CH:7]=1, predict the reactants needed to synthesize it. The reactants are: [Cl:1][C:2]1[CH:3]=[C:4]([C:9]2([C:26]([F:29])([F:28])[F:27])[O:13][N:12]=[C:11]([C:14]3[CH:24]=[CH:23][C:17]([C:18]([NH:20][CH2:21][OH:22])=[O:19])=[C:16]([CH3:25])[CH:15]=3)[CH2:10]2)[CH:5]=[C:6]([Cl:8])[CH:7]=1.S(Cl)(Cl)=O.O. (2) Given the product [F:1][C:2]1[CH:7]=[CH:6][C:5]([F:8])=[CH:4][C:3]=1[C:9]1[CH2:10][CH2:11][CH2:12][N:13]=1, predict the reactants needed to synthesize it. The reactants are: [F:1][C:2]1[CH:7]=[CH:6][C:5]([F:8])=[CH:4][C:3]=1[C:9](=O)[CH2:10][CH2:11][CH2:12][NH:13]C(=O)OC(C)(C)C.C(O)(C(F)(F)F)=O.